This data is from Full USPTO retrosynthesis dataset with 1.9M reactions from patents (1976-2016). The task is: Predict the reactants needed to synthesize the given product. Given the product [Cl:28][C:29]1[CH:36]=[CH:35][C:32]([CH2:33][NH:34][C:17]([C:14]2[C:15](=[O:16])[C:10]3[CH:9]=[C:8]([CH2:7][N:1]4[CH2:2][CH2:3][O:4][CH2:5][CH2:6]4)[S:27][C:11]=3[N:12]([C:21]3[CH:22]=[CH:23][CH:24]=[CH:25][CH:26]=3)[N:13]=2)=[O:19])=[CH:31][CH:30]=1, predict the reactants needed to synthesize it. The reactants are: [N:1]1([CH2:7][C:8]2[S:27][C:11]3[N:12]([C:21]4[CH:26]=[CH:25][CH:24]=[CH:23][CH:22]=4)[N:13]=[C:14]([C:17]([O:19]C)=O)[C:15](=[O:16])[C:10]=3[CH:9]=2)[CH2:6][CH2:5][O:4][CH2:3][CH2:2]1.[Cl:28][C:29]1[CH:36]=[CH:35][C:32]([CH2:33][NH2:34])=[CH:31][CH:30]=1.